This data is from Forward reaction prediction with 1.9M reactions from USPTO patents (1976-2016). The task is: Predict the product of the given reaction. (1) The product is: [C:15]([NH:14][C:12](=[O:13])[C:11]1[CH:19]=[C:7]([O:6][C:5]2[CH:21]=[CH:22][C:2]([NH:1][C:25]3[C:26]4[N:33]([CH2:34][CH2:35][O:36][CH3:37])[CH:32]=[CH:31][C:27]=4[N:28]=[CH:29][N:30]=3)=[CH:3][C:4]=2[Cl:23])[CH:8]=[CH:9][C:10]=1[F:20])([CH3:18])([CH3:16])[CH3:17]. Given the reactants [NH2:1][C:2]1[CH:22]=[CH:21][C:5]([O:6][C:7]2[CH:8]=[CH:9][C:10]([F:20])=[C:11]([CH:19]=2)[C:12]([NH:14][C:15]([CH3:18])([CH3:17])[CH3:16])=[O:13])=[C:4]([Cl:23])[CH:3]=1.Cl[C:25]1[C:26]2[N:33]([CH2:34][CH2:35][O:36][CH3:37])[CH:32]=[CH:31][C:27]=2[N:28]=[CH:29][N:30]=1, predict the reaction product. (2) Given the reactants [ClH:1].[CH:2]([N:5]1[CH2:10][CH:9]2[CH2:11][CH:6]1[CH2:7][N:8]2[C:12]([NH2:14])=[NH:13])([CH3:4])[CH3:3].[OH-].[K+].[CH:17](O)([CH3:19])[CH3:18], predict the reaction product. The product is: [Cl:1][C:2]1[CH:3]=[C:19]([C:7]2[CH:6]=[CH:11][N:14]=[C:12]([N:8]3[CH2:7][CH:6]4[CH2:11][CH:9]3[CH2:10][N:5]4[CH:2]([CH3:4])[CH3:3])[N:13]=2)[CH:17]=[CH:18][N:5]=1. (3) Given the reactants [C:1]([OH:10])(=O)[CH2:2][CH2:3][CH2:4][CH2:5][CH2:6][CH2:7][CH3:8].Cl.[NH2:12][CH2:13][NH:14][C:15]([C:17]1[C:21]([CH3:22])=[C:20]([C:23]2[CH:28]=[CH:27][C:26]([Cl:29])=[CH:25][CH:24]=2)[N:19]([C:30]2[CH:35]=[CH:34][C:33]([Cl:36])=[CH:32][C:31]=2[Cl:37])[N:18]=1)=[O:16].CCN=C=NCCCN(C)C.Cl, predict the reaction product. The product is: [Cl:29][C:26]1[CH:25]=[CH:24][C:23]([C:20]2[N:19]([C:30]3[CH:35]=[CH:34][C:33]([Cl:36])=[CH:32][C:31]=3[Cl:37])[N:18]=[C:17]([C:15]([NH:14][CH2:13][NH:12][C:1](=[O:10])[CH2:2][CH2:3][CH2:4][CH2:5][CH2:6][CH2:7][CH3:8])=[O:16])[C:21]=2[CH3:22])=[CH:28][CH:27]=1. (4) Given the reactants C(O[C:4](=[O:15])[C:5]([N:10]1[CH:14]=[CH:13][N:12]=[CH:11]1)=[CH:6][N:7](C)C)C.[Cl:16][C:17]1[CH:22]=[C:21]([NH:23]N)[N:20]=[CH:19][N:18]=1.C(O)(C(F)(F)F)=O, predict the reaction product. The product is: [ClH:16].[Cl:16][C:17]1[N:18]=[CH:19][N:20]=[C:21]([N:23]2[C:4](=[O:15])[C:5]([N:10]3[CH:14]=[CH:13][N:12]=[CH:11]3)=[CH:6][NH:7]2)[CH:22]=1. (5) Given the reactants C([O:8][N:9]1[C:14]2[N:15]=[CH:16][N:17]=[C:18]([CH3:19])[C:13]=2[C:12]([NH:20][CH2:21][CH:22]2[CH2:27][NH:26][CH:25]([O:28][CH3:29])[CH2:24][CH2:23]2)=[CH:11][C:10]1=[O:30])C1C=CC=CC=1.[H][H], predict the reaction product. The product is: [OH:8][N:9]1[C:14]2[N:15]=[CH:16][N:17]=[C:18]([CH3:19])[C:13]=2[C:12]([NH:20][CH2:21][C:22]2[CH:23]=[CH:24][C:25]([O:28][CH3:29])=[N:26][CH:27]=2)=[CH:11][C:10]1=[O:30]. (6) Given the reactants [Br:1][C:2]1[CH:3]=[C:4]([S:8](Cl)(=[O:10])=[O:9])[CH:5]=[CH:6][CH:7]=1.[NH2:12][C:13]1[CH:18]=[CH:17][CH:16]=[CH:15][CH:14]=1.C(=O)([O-])[O-].[Na+].[Na+], predict the reaction product. The product is: [Br:1][C:2]1[CH:3]=[C:4]([S:8]([NH:12][C:13]2[CH:18]=[CH:17][CH:16]=[CH:15][CH:14]=2)(=[O:10])=[O:9])[CH:5]=[CH:6][CH:7]=1. (7) Given the reactants [CH:1]1[C:6]([C:7]2[C:16](=[O:17])[C:15]3[CH:14]=[CH:13][C:12]([O:18][C@@H]4O[C@H](CO)[C@@H](O)[C@H](O)[C@H]4O)=[CH:11][C:10]=3[O:9][CH:8]=2)=[CH:5][CH:4]=[C:3]([OH:30])[CH:2]=1.C([OH:33])C, predict the reaction product. The product is: [OH:30][C:3]1[CH:4]=[CH:5][C:6]([C:7]2[C:16](=[O:17])[C:15]3[C:10](=[CH:11][C:12]([OH:18])=[C:13]([OH:33])[CH:14]=3)[O:9][CH:8]=2)=[CH:1][CH:2]=1. (8) Given the reactants [Cl:1][C:2]1[CH:7]=[CH:6][C:5]([C:8]([CH3:27])([C:13]([N:15]2[CH2:19][CH2:18][CH:17]([C:20]3[CH:25]=[CH:24][CH:23]=[C:22]([Cl:26])[CH:21]=3)[CH2:16]2)=[O:14])[CH2:9][C:10](O)=[O:11])=[CH:4][CH:3]=1.[CH3:28][NH:29][CH3:30].F[P-](F)(F)(F)(F)F.N1(O[P+](N(C)C)(N(C)C)N(C)C)C2C=CC=CC=2N=N1.C(N(CC)C(C)C)(C)C, predict the reaction product. The product is: [Cl:1][C:2]1[CH:7]=[CH:6][C:5]([C:8]([CH3:27])([C:13]([N:15]2[CH2:19][CH2:18][CH:17]([C:20]3[CH:25]=[CH:24][CH:23]=[C:22]([Cl:26])[CH:21]=3)[CH2:16]2)=[O:14])[CH2:9][C:10]([N:29]([CH3:30])[CH3:28])=[O:11])=[CH:4][CH:3]=1.